Dataset: Reaction yield outcomes from USPTO patents with 853,638 reactions. Task: Predict the reaction yield, written as a fraction of the theoretical maximum amount of product (1.0 means a 100% yield; for example, 0.34 means a 34% yield). (1) The reactants are [CH3:1][CH:2]1[CH2:7][CH:6]([OH:8])[CH:5]([CH:9]([CH3:11])[CH3:10])[CH2:4][CH2:3]1.N12CCN(CC1)CC2.[S:20](Cl)([C:23]1[CH:29]=[CH:28][C:26]([CH3:27])=[CH:25][CH:24]=1)(=[O:22])=[O:21]. The catalyst is C(OCC)(=O)C. The product is [CH:2]1([CH3:1])[CH2:3][CH2:4][CH:5]([CH:9]([CH3:11])[CH3:10])[CH:6]([O:8][S:20]([C:23]2[CH:29]=[CH:28][C:26]([CH3:27])=[CH:25][CH:24]=2)(=[O:22])=[O:21])[CH2:7]1. The yield is 0.740. (2) The reactants are [Cl:1][C:2]1[CH:3]=[CH:4][C:5]([C:20]([F:23])([F:22])[F:21])=[C:6]([CH:19]=1)[CH2:7][N:8]1[CH2:13][CH2:12][NH:11][C:10]2[N:14]=[CH:15][C:16](I)=[CH:17][C:9]1=2.C(OC([N:31]1[CH:35]=[C:34](B2OC(C)(C)C(C)(C)O2)[CH:33]=[N:32]1)=O)(C)(C)C.C(O)(C(F)(F)F)=O. The catalyst is C(Cl)Cl. The product is [Cl:1][C:2]1[CH:3]=[CH:4][C:5]([C:20]([F:23])([F:22])[F:21])=[C:6]([CH:19]=1)[CH2:7][N:8]1[CH2:13][CH2:12][NH:11][C:10]2[N:14]=[CH:15][C:16]([C:34]3[CH:35]=[N:31][NH:32][CH:33]=3)=[CH:17][C:9]1=2. The yield is 0.440. (3) The reactants are [N+:1]([C:4]1[CH:11]=[CH:10][CH:9]=[C:8]([O:12][CH2:13][CH2:14][N:15]2[CH2:19][CH2:18][CH2:17][C:16]2=[O:20])[C:5]=1[C:6]#[N:7])([O-])=O. The catalyst is C(O)C(F)(F)F.FC(F)(F)C(O)C(F)(F)F. The product is [NH2:1][C:4]1[CH:11]=[CH:10][CH:9]=[C:8]([O:12][CH2:13][CH2:14][N:15]2[CH2:19][CH2:18][CH2:17][C:16]2=[O:20])[C:5]=1[C:6]#[N:7]. The yield is 1.00. (4) The reactants are [CH:1]([C@H:4]1[CH2:8][O:7][C:6](=[O:9])[N:5]1[C:10](=[O:15])/[C:11](/[CH3:14])=[CH:12]/[CH3:13])([CH3:3])[CH3:2].[O:16]1[CH2:20]CN[C:17]1=O.C[Si]([N-][Si](C)(C)C)(C)C.[Na+].COCCl.[Cl-].[NH4+]. The catalyst is C1(C)C=CC=CC=1. The product is [CH:1]([C@H:4]1[CH2:8][O:7][C:6](=[O:9])[N:5]1[C:10](=[O:15])[C@@:11]([CH2:17][O:16][CH3:20])([CH3:14])[CH:12]=[CH2:13])([CH3:3])[CH3:2]. The yield is 0.480. (5) The reactants are [C:1]([C:4]1[C:9]([O:10][CH3:11])=[CH:8][C:7]([O:12][CH3:13])=[CH:6][C:5]=1[NH:14][C:15]([C:17]1[S:18][CH:19]=[C:20]([CH:22]([CH3:24])[CH3:23])[N:21]=1)=O)(=[O:3])[CH3:2].C(C1N=C(C2C=C(O)C3C(=CC(OC)=CC=3)N=2)SC=1)(C)C. No catalyst specified. The product is [CH:22]([C:20]1[N:21]=[C:17]([C:15]2[CH:2]=[C:1]([OH:3])[C:4]3[C:5](=[CH:6][C:7]([O:12][CH3:13])=[CH:8][C:9]=3[O:10][CH3:11])[N:14]=2)[S:18][CH:19]=1)([CH3:24])[CH3:23]. The yield is 0.600. (6) The reactants are [Cl:1][C:2]1[CH:3]=[CH:4][C:5]([F:12])=[C:6]([CH:11]=1)[C:7]([NH:9][NH2:10])=[O:8].[Br:13][CH:14]([CH3:25])[C:15](OCC)(OCC)OCC. No catalyst specified. The product is [Br:13][CH:14]([C:25]1[O:8][C:7]([C:6]2[CH:11]=[C:2]([Cl:1])[CH:3]=[CH:4][C:5]=2[F:12])=[N:9][N:10]=1)[CH3:15]. The yield is 0.330.